Dataset: Peptide-MHC class I binding affinity with 185,985 pairs from IEDB/IMGT. Task: Regression. Given a peptide amino acid sequence and an MHC pseudo amino acid sequence, predict their binding affinity value. This is MHC class I binding data. The peptide sequence is RRRFVQNAL. The MHC is HLA-B27:20 with pseudo-sequence HLA-B27:20. The binding affinity (normalized) is 0.936.